From a dataset of Peptide-MHC class I binding affinity with 185,985 pairs from IEDB/IMGT. Regression. Given a peptide amino acid sequence and an MHC pseudo amino acid sequence, predict their binding affinity value. This is MHC class I binding data. (1) The peptide sequence is EITGPIIMI. The MHC is HLA-B07:02 with pseudo-sequence HLA-B07:02. The binding affinity (normalized) is 0.0847. (2) The peptide sequence is GPWHLGKLEL. The MHC is HLA-B07:02 with pseudo-sequence HLA-B07:02. The binding affinity (normalized) is 0.731. (3) The peptide sequence is LVGPTPVNI. The binding affinity (normalized) is 0. The MHC is HLA-B35:01 with pseudo-sequence HLA-B35:01. (4) The peptide sequence is MMHASTSPF. The MHC is HLA-C14:02 with pseudo-sequence HLA-C14:02. The binding affinity (normalized) is 1.00. (5) The peptide sequence is TAFTIPSI. The MHC is HLA-A31:01 with pseudo-sequence HLA-A31:01. The binding affinity (normalized) is 0.